Dataset: Full USPTO retrosynthesis dataset with 1.9M reactions from patents (1976-2016). Task: Predict the reactants needed to synthesize the given product. (1) Given the product [Cl:37][C:9]1[CH:8]=[C:7]([N:6]=[C:42]=[S:43])[CH:12]=[C:11]([C:13]([F:16])([F:15])[F:14])[C:10]=1[C:17]1[CH:22]=[CH:21][CH:20]=[C:19]([O:23][CH:24]2[CH2:29][CH2:28][N:27]([C:30]([O:32][C:33]([CH3:34])([CH3:36])[CH3:35])=[O:31])[CH2:26][CH2:25]2)[CH:18]=1, predict the reactants needed to synthesize it. The reactants are: C(=O)([O-])[O-].[Ca+2].[NH2:6][C:7]1[CH:12]=[C:11]([C:13]([F:16])([F:15])[F:14])[C:10]([C:17]2[CH:22]=[CH:21][CH:20]=[C:19]([O:23][CH:24]3[CH2:29][CH2:28][N:27]([C:30]([O:32][C:33]([CH3:36])([CH3:35])[CH3:34])=[O:31])[CH2:26][CH2:25]3)[CH:18]=2)=[C:9]([Cl:37])[CH:8]=1.ClCCl.O.[C:42](Cl)(Cl)=[S:43].Cl. (2) Given the product [N:1]1[CH:6]=[CH:5][CH:4]=[C:3](/[CH:7]=[CH:8]/[CH2:9][C:10]([NH:19][CH2:20][CH2:21][NH:22][C:23](=[O:29])[O:24][C:25]([CH3:27])([CH3:26])[CH3:28])=[O:12])[CH:2]=1, predict the reactants needed to synthesize it. The reactants are: [N:1]1[CH:6]=[CH:5][CH:4]=[C:3](/[CH:7]=[CH:8]/[CH2:9][C:10]([OH:12])=O)[CH:2]=1.C(Cl)(=O)C(Cl)=O.[NH2:19][CH2:20][CH2:21][NH:22][C:23](=[O:29])[O:24][C:25]([CH3:28])([CH3:27])[CH3:26].CCN(CC)CC.